Task: Predict the reaction yield, written as a fraction of the theoretical maximum amount of product (1.0 means a 100% yield; for example, 0.34 means a 34% yield).. Dataset: Reaction yield outcomes from USPTO patents with 853,638 reactions (1) The reactants are S(Cl)(Cl)=O.[F:5][C:6]1[CH:14]=[C:13]([N+:15]([O-:17])=[O:16])[CH:12]=[CH:11][C:7]=1[C:8](O)=[O:9].[CH3:18][NH2:19]. The catalyst is CN(C=O)C. The product is [CH3:18][NH:19][C:8](=[O:9])[C:7]1[CH:11]=[CH:12][C:13]([N+:15]([O-:17])=[O:16])=[CH:14][C:6]=1[F:5]. The yield is 0.910. (2) The reactants are [NH2:1][CH2:2][CH2:3][O:4][C:5]1[CH:10]=[CH:9][C:8]([C:11]2[N:12]([CH2:24][CH3:25])[C:13]3[C:18]([C:19]=2[C:20]#[N:21])=[CH:17][CH:16]=[C:15]([O:22][CH3:23])[CH:14]=3)=[CH:7][CH:6]=1.[CH2:26]([N:28]=[C:29]=[O:30])[CH3:27]. The catalyst is N1C=CC=CC=1. The product is [C:20]([C:19]1[C:18]2[C:13](=[CH:14][C:15]([O:22][CH3:23])=[CH:16][CH:17]=2)[N:12]([CH2:24][CH3:25])[C:11]=1[C:8]1[CH:9]=[CH:10][C:5]([O:4][CH2:3][CH2:2][NH:1][C:29]([NH:28][CH2:26][CH3:27])=[O:30])=[CH:6][CH:7]=1)#[N:21]. The yield is 0.930. (3) The reactants are [CH3:1][C:2]1[CH2:7][CH2:6][C@H:5]([C:8](Cl)=[O:9])[CH2:4][CH:3]=1.[CH3:11][O:12][C:13]([C:15]1[S:16][C:17]([C:31]#[C:32][C:33]([CH3:36])([CH3:35])[CH3:34])=[CH:18][C:19]=1[NH:20][CH:21]1[CH2:30][CH2:29][C:24]2([O:28][CH2:27][CH2:26][O:25]2)[CH2:23][CH2:22]1)=[O:14].CCOC(C)=O. The catalyst is CN(C1C=CN=CC=1)C.ClC(Cl)C. The product is [CH3:11][O:12][C:13]([C:15]1[S:16][C:17]([C:31]#[C:32][C:33]([CH3:36])([CH3:35])[CH3:34])=[CH:18][C:19]=1[N:20]([CH:21]1[CH2:30][CH2:29][C:24]2([O:28][CH2:27][CH2:26][O:25]2)[CH2:23][CH2:22]1)[C:8]([CH:5]1[CH2:6][CH2:7][C:2]([CH3:1])=[CH:3][CH2:4]1)=[O:9])=[O:14]. The yield is 0.560. (4) The reactants are [CH3:1][C:2]1[CH:7]=[CH:6][C:5]([S:8]([N:11]2[CH:15]=[CH:14][CH:13]=[N:12]2)(=[O:10])=[O:9])=[CH:4][CH:3]=1.C([Li])(C)(C)C.[CH2:21]([CH:23]([CH2:26][CH3:27])[CH:24]=[O:25])[CH3:22]. The yield is 0.750. The product is [CH2:21]([CH:23]([CH2:26][CH3:27])[CH:24]([C:15]1[N:11]([S:8]([C:5]2[CH:6]=[CH:7][C:2]([CH3:1])=[CH:3][CH:4]=2)(=[O:10])=[O:9])[N:12]=[CH:13][CH:14]=1)[OH:25])[CH3:22]. The catalyst is C1COCC1. (5) The reactants are [CH2:1]([N:8]1[C:16]2[N:15]=[C:14](Cl)[N:13]([CH2:18][C:19]3[CH:24]=[CH:23][C:22]([Cl:25])=[CH:21][CH:20]=3)[C:12]=2[C:11](=[O:26])[N:10]([CH3:27])[C:9]1=[O:28])[C:2]1[CH:7]=[CH:6][CH:5]=[CH:4][CH:3]=1.[F:29][C:30]([F:39])([F:38])[C:31]1[CH:32]=[C:33]([OH:37])[CH:34]=[CH:35][CH:36]=1.C(=O)([O-])[O-].[K+].[K+]. The catalyst is CN(C=O)C.C(OCC)(=O)C.O. The product is [CH2:1]([N:8]1[C:16]2[N:15]=[C:14]([O:37][C:33]3[CH:34]=[CH:35][CH:36]=[C:31]([C:30]([F:38])([F:39])[F:29])[CH:32]=3)[N:13]([CH2:18][C:19]3[CH:20]=[CH:21][C:22]([Cl:25])=[CH:23][CH:24]=3)[C:12]=2[C:11](=[O:26])[N:10]([CH3:27])[C:9]1=[O:28])[C:2]1[CH:7]=[CH:6][CH:5]=[CH:4][CH:3]=1. The yield is 0.417. (6) The catalyst is C(O)C.[Pd]. The product is [CH:22]1([N:18]([C@H:11]2[C:12]3[C:17](=[CH:16][CH:15]=[CH:14][CH:13]=3)[NH:8][C@@H:9]([CH3:25])[CH2:10]2)[C:19](=[O:21])[CH3:20])[CH2:23][CH2:24]1. The reactants are C([N:8]1[C:17]2[C:12](=[CH:13][CH:14]=[CH:15][CH:16]=2)[C@H:11]([N:18]([CH:22]2[CH2:24][CH2:23]2)[C:19](=[O:21])[CH3:20])[CH2:10][C@@H:9]1[CH3:25])C1C=CC=CC=1.C([O-])=O.[NH4+]. The yield is 0.924.